From a dataset of Catalyst prediction with 721,799 reactions and 888 catalyst types from USPTO. Predict which catalyst facilitates the given reaction. Reactant: [CH:1]1[C:13]2[CH:12]([CH2:14][O:15][C:16]([NH:18][C@@H:19]([CH2:23][CH:24]([CH3:26])[CH3:25])[C:20](O)=[O:21])=[O:17])[C:11]3[C:6](=[CH:7][CH:8]=[CH:9][CH:10]=3)[C:5]=2[CH:4]=[CH:3][CH:2]=1.S(Cl)([Cl:29])=O.CN(C=O)C. Product: [Cl:29][C:20](=[O:21])[C@@H:19]([NH:18][C:16](=[O:17])[O:15][CH2:14][CH:12]1[C:11]2[CH:10]=[CH:9][CH:8]=[CH:7][C:6]=2[C:5]2[C:13]1=[CH:1][CH:2]=[CH:3][CH:4]=2)[CH2:23][CH:24]([CH3:26])[CH3:25]. The catalyst class is: 2.